Task: Predict the reactants needed to synthesize the given product.. Dataset: Full USPTO retrosynthesis dataset with 1.9M reactions from patents (1976-2016) Given the product [CH3:1][N:2]([CH2:13][CH:14]1[CH2:18][CH2:17][N:16]([CH3:19])[CH2:15]1)[C:3]1[O:4][C:5]2[CH:11]=[CH:10][C:9]([NH:12][C:33]([C:30]3[CH:29]=[CH:28][C:27]([C:24]4[CH:25]=[CH:26][C:21]([F:20])=[CH:22][CH:23]=4)=[CH:32][CH:31]=3)=[O:34])=[CH:8][C:6]=2[N:7]=1, predict the reactants needed to synthesize it. The reactants are: [CH3:1][N:2]([CH2:13][CH:14]1[CH2:18][CH2:17][N:16]([CH3:19])[CH2:15]1)[C:3]1[O:4][C:5]2[CH:11]=[CH:10][C:9]([NH2:12])=[CH:8][C:6]=2[N:7]=1.[F:20][C:21]1[CH:26]=[CH:25][C:24]([C:27]2[CH:32]=[CH:31][C:30]([C:33](O)=[O:34])=[CH:29][CH:28]=2)=[CH:23][CH:22]=1.CN(C(ON1N=NC2C=CC=NC1=2)=[N+](C)C)C.F[P-](F)(F)(F)(F)F.